From a dataset of NCI-60 drug combinations with 297,098 pairs across 59 cell lines. Regression. Given two drug SMILES strings and cell line genomic features, predict the synergy score measuring deviation from expected non-interaction effect. Drug 1: CC1=CC2C(CCC3(C2CCC3(C(=O)C)OC(=O)C)C)C4(C1=CC(=O)CC4)C. Drug 2: CC(C)CN1C=NC2=C1C3=CC=CC=C3N=C2N. Cell line: 786-0. Synergy scores: CSS=-4.06, Synergy_ZIP=1.57, Synergy_Bliss=-0.729, Synergy_Loewe=-2.22, Synergy_HSA=-2.34.